This data is from Forward reaction prediction with 1.9M reactions from USPTO patents (1976-2016). The task is: Predict the product of the given reaction. (1) Given the reactants [C:1]([O:4][C:5]1[CH:10]=[CH:9][C:8]([C:11]2[CH:16]=[CH:15][C:14]([N+:17]([O-])=O)=[CH:13][CH:12]=2)=[CH:7][CH:6]=1)(=[O:3])[CH3:2], predict the reaction product. The product is: [C:1]([O:4][C:5]1[CH:6]=[CH:7][C:8]([C:11]2[CH:16]=[CH:15][C:14]([NH2:17])=[CH:13][CH:12]=2)=[CH:9][CH:10]=1)(=[O:3])[CH3:2]. (2) Given the reactants [NH2:1][CH2:2][CH2:3][O:4][CH2:5][CH2:6][N:7]1[C:19]2[C:18]3[CH:17]=[CH:16][CH:15]=[CH:14][C:13]=3[N:12]=[C:11]([NH2:20])[C:10]=2[N:9]=[C:8]1[CH2:21][O:22][CH2:23][CH3:24].C(N(CC)CC)C.[C:32](Cl)(=[O:39])[C:33]1[CH:38]=[CH:37][CH:36]=[CH:35][CH:34]=1.O, predict the reaction product. The product is: [NH2:20][C:11]1[C:10]2[N:9]=[C:8]([CH2:21][O:22][CH2:23][CH3:24])[N:7]([CH2:6][CH2:5][O:4][CH2:3][CH2:2][NH:1][C:32](=[O:39])[C:33]3[CH:38]=[CH:37][CH:36]=[CH:35][CH:34]=3)[C:19]=2[C:18]2[CH:17]=[CH:16][CH:15]=[CH:14][C:13]=2[N:12]=1. (3) Given the reactants [CH3:1][O:2][C:3](=[O:19])[C:4]1[CH:12]=[C:11]([N:13]2[CH2:17][CH2:16][CH2:15][C:14]2=[O:18])[CH:10]=[C:6]([C:7](O)=[O:8])[CH:5]=1.CO, predict the reaction product. The product is: [CH3:1][O:2][C:3](=[O:19])[C:4]1[CH:12]=[C:11]([N:13]2[CH2:17][CH2:16][CH2:15][C:14]2=[O:18])[CH:10]=[C:6]([CH2:7][OH:8])[CH:5]=1.